From a dataset of Full USPTO retrosynthesis dataset with 1.9M reactions from patents (1976-2016). Predict the reactants needed to synthesize the given product. (1) Given the product [C:23]([O:22][C:20]([C:6]1[C:7]([N:34]([CH:35]([CH3:37])[CH3:36])[CH3:33])=[N:8][C:9]2[C:4]([C:5]=1[C:27]1[CH:28]=[CH:29][CH:30]=[CH:31][CH:32]=1)=[CH:3][C:2]([Cl:1])=[CH:11][CH:10]=2)=[O:21])([CH3:25])([CH3:24])[CH3:26], predict the reactants needed to synthesize it. The reactants are: [Cl:1][C:2]1[CH:3]=[C:4]2[C:9](=[CH:10][CH:11]=1)[N:8]=[C:7](OS(C(F)(F)F)(=O)=O)[C:6]([C:20]([O:22][C:23]([CH3:26])([CH3:25])[CH3:24])=[O:21])=[C:5]2[C:27]1[CH:32]=[CH:31][CH:30]=[CH:29][CH:28]=1.[CH3:33][NH:34][CH:35]([CH3:37])[CH3:36]. (2) The reactants are: Cl[C:2]1[CH:3]=[C:4]([N:14](CC2C=CC(OC)=CC=2)[C:15]2[CH:20]=[CH:19][CH:18]=[CH:17][CH:16]=2)[C:5]2[N:6]([C:8]([C:11]([OH:13])=O)=[CH:9][N:10]=2)[N:7]=1.[NH2:30][C:31]1[CH:32]=[N:33][CH:34]=[CH:35][CH:36]=1.CCN=C=NCCCN(C)C.C1C=CC2N(O)N=NC=2C=1.C(N(CC)CC)C.[NH2:65][C@H:66]1[CH2:71][CH2:70][C@H:69]([NH2:72])[CH2:68][CH2:67]1. Given the product [NH2:65][C@H:66]1[CH2:71][CH2:70][C@H:69]([NH:72][C:2]2[CH:3]=[C:4]([NH:14][C:15]3[CH:16]=[CH:17][CH:18]=[CH:19][CH:20]=3)[C:5]3[N:6]([C:8]([C:11]([NH:30][C:31]4[CH:32]=[N:33][CH:34]=[CH:35][CH:36]=4)=[O:13])=[CH:9][N:10]=3)[N:7]=2)[CH2:68][CH2:67]1, predict the reactants needed to synthesize it. (3) Given the product [Cl:1][C:2]1[CH:3]=[CH:4][C:5]([S:11]([NH:14][CH:15]2[CH2:17][CH2:16]2)(=[O:13])=[O:12])=[C:6]([C:7]([N:56]2[CH2:55][CH2:54][C:53]([CH2:52][CH2:51][N:50]3[CH:45]4[CH2:46][CH2:47][CH:48]3[CH2:49][CH:43]([N:42]3[C:41]5[CH:65]=[CH:66][CH:67]=[CH:68][C:40]=5[N:39]=[C:38]3[CH3:37])[CH2:44]4)([C:59]3[CH:60]=[CH:61][CH:62]=[CH:63][CH:64]=3)[CH2:58][CH2:57]2)=[O:9])[CH:10]=1, predict the reactants needed to synthesize it. The reactants are: [Cl:1][C:2]1[CH:3]=[CH:4][C:5]([S:11]([NH:14][CH:15]2[CH2:17][CH2:16]2)(=[O:13])=[O:12])=[C:6]([CH:10]=1)[C:7]([OH:9])=O.ClC1C=C(C=CC=1S(NC1CC1)(=O)=O)C(O)=O.Cl.Cl.[CH3:37][C:38]1[N:42]([CH:43]2[CH2:49][CH:48]3[N:50]([CH2:51][CH2:52][C:53]4([C:59]5[CH:64]=[CH:63][CH:62]=[CH:61][CH:60]=5)[CH2:58][CH2:57][NH:56][CH2:55][CH2:54]4)[CH:45]([CH2:46][CH2:47]3)[CH2:44]2)[C:41]2[CH:65]=[CH:66][CH:67]=[CH:68][C:40]=2[N:39]=1.CC1N(C2CC3N(CCC4(C5C=CC=CC=5)CCN(C(C5C=CC=CC=5S(NC(=O)OC(C)(C)C)(=O)=O)=O)CC4)C(CC3)C2)C2C=CC=CC=2N=1. (4) Given the product [F:34][C:28]1[N:29]=[CH:30][C:31]2[C:26]([CH:27]=1)=[CH:25][C:24]([C:21]1[S:20][C:19]([NH:11][C:12](=[O:18])[O:13][C:14]([CH3:16])([CH3:15])[CH3:17])=[N:23][CH:22]=1)=[CH:33][CH:32]=2, predict the reactants needed to synthesize it. The reactants are: C(OC(N[C@@H](CC1C=NC(C(F)(F)F)=CC=1)C[N:11]([C:19]1[S:20][C:21]([C:24]2[CH:25]=[C:26]3[C:31](=[CH:32][CH:33]=2)[CH:30]=[N:29][C:28]([F:34])=[CH:27]3)=[CH:22][N:23]=1)[C:12](=[O:18])[O:13][C:14]([CH3:17])([CH3:16])[CH3:15])=O)(C)(C)C.[Cl-].[Li+].